From a dataset of HIV replication inhibition screening data with 41,000+ compounds from the AIDS Antiviral Screen. Binary Classification. Given a drug SMILES string, predict its activity (active/inactive) in a high-throughput screening assay against a specified biological target. (1) The molecule is CC(C)C(O)(C(=O)OCC1=CCN2CCC(O)C12)C(C)O. The result is 0 (inactive). (2) The compound is S=c1sc2c(s1)SCCS2. The result is 0 (inactive). (3) The result is 0 (inactive). The molecule is O=C(O)C(F)(F)F.c1cc(CN2CCNCCNCCNCC2)cc(CN2CCNCCNCCNCC2)c1. (4) The molecule is COc1ccc(C2=NN(c3nsc4ccccc34)C(=O)CC2)cc1. The result is 0 (inactive). (5) The molecule is CC(C)C1N2CCCCC2C2c3[nH]c4ccccc4c3CCN21. The result is 0 (inactive). (6) The molecule is COC(=O)C(Cc1ccccc1)NP(=O)(O)OCC1OC(n2cc(C)c(=O)[nH]c2=O)CC1N=[N+]=[N-].N. The result is 1 (active). (7) The drug is N=c1c2c(ncn1N)Oc1c(c(-c3ccccc3)nn1-c1ccccc1)C2c1ccc(Cl)cc1. The result is 0 (inactive). (8) The molecule is NC(=O)c1cn(Cc2ccccc2)c(=O)n1Cc1ccccc1. The result is 0 (inactive).